Dataset: Forward reaction prediction with 1.9M reactions from USPTO patents (1976-2016). Task: Predict the product of the given reaction. (1) Given the reactants [S:1]([Cl:4])([Cl:3])=[O:2].[NH:5]1[C:9]2[CH:10]=[CH:11][CH:12]=[CH:13][C:8]=2[N:7]=[N:6]1.C(O)(=O)C1C=CC=CC=1, predict the reaction product. The product is: [O:2]=[S:1]([Cl:4])[Cl:3].[NH:5]1[C:9]2[CH:10]=[CH:11][CH:12]=[CH:13][C:8]=2[N:7]=[N:6]1. (2) Given the reactants N1(C([O-])=O)[CH2:4][CH2:3][CH2:2]1.[C:8]([O:12][C:13]([C:15]1[C:36]([F:37])=[CH:35][C:18]([O:19][CH2:20][C:21]2([CH3:34])[CH2:26][CH2:25][N:24]([C:27]([O:29][C:30]([CH3:33])([CH3:32])[CH3:31])=[O:28])[CH2:23][CH2:22]2)=[C:17](Cl)[CH:16]=1)=[O:14])([CH3:11])([CH3:10])[CH3:9], predict the reaction product. The product is: [C:8]([O:12][C:13]([C:15]1[C:36]([F:37])=[CH:35][C:18]([O:19][CH2:20][C:21]2([CH3:34])[CH2:26][CH2:25][N:24]([C:27]([O:29][C:30]([CH3:33])([CH3:32])[CH3:31])=[O:28])[CH2:23][CH2:22]2)=[C:17]([CH:3]2[CH2:4][CH2:2]2)[CH:16]=1)=[O:14])([CH3:11])([CH3:10])[CH3:9]. (3) Given the reactants CN(C(ON1N=NC2C=CC=NC1=2)=[N+](C)C)C.F[P-](F)(F)(F)(F)F.[NH2:25][C:26]1[C:27]([C:36]([OH:38])=O)=[CH:28][C:29]2[C:34]([CH:35]=1)=[CH:33][CH:32]=[CH:31][CH:30]=2.[NH:39]1[CH2:50][CH2:49][CH2:48][C@@H:40]1[C:41]([O:43][C:44]([CH3:47])([CH3:46])[CH3:45])=[O:42].C(N(CC)C(C)C)(C)C.C([O-])(O)=O.[Na+], predict the reaction product. The product is: [NH2:25][C:26]1[C:27]([C:36]([N:39]2[CH2:50][CH2:49][CH2:48][C@@H:40]2[C:41]([O:43][C:44]([CH3:46])([CH3:47])[CH3:45])=[O:42])=[O:38])=[CH:28][C:29]2[C:34]([CH:35]=1)=[CH:33][CH:32]=[CH:31][CH:30]=2. (4) Given the reactants [CH2:1]([O:3][C:4]([C:6]1[N:10]([CH2:11][C:12]2[CH:17]=[CH:16][C:15]([C:18]3[CH:23]=[CH:22][CH:21]=[CH:20][C:19]=3[C:24]3[N:28](C(C4C=CC=CC=4)(C4C=CC=CC=4)C4C=CC=CC=4)[N:27]=[N:26][N:25]=3)=[CH:14][CH:13]=2)[C:9]([CH2:48][CH2:49][CH3:50])=[N:8][C:7]=1[CH2:51][O:52][C:53]1[CH:58]=[CH:57][C:56]([S:59][C:60]2[CH:65]=[CH:64][C:63]([N+:66]([O-])=O)=[C:62]([N:69]([C:71]([O:73][C:74]([CH3:77])([CH3:76])[CH3:75])=[O:72])[CH3:70])[CH:61]=2)=[CH:55][CH:54]=1)=[O:5])[CH3:2], predict the reaction product. The product is: [CH2:1]([O:3][C:4]([C:6]1[N:10]([CH2:11][C:12]2[CH:17]=[CH:16][C:15]([C:18]3[CH:23]=[CH:22][CH:21]=[CH:20][C:19]=3[C:24]3[NH:25][N:26]=[N:27][N:28]=3)=[CH:14][CH:13]=2)[C:9]([CH2:48][CH2:49][CH3:50])=[N:8][C:7]=1[CH2:51][O:52][C:53]1[CH:58]=[CH:57][C:56]([S:59][C:60]2[CH:65]=[CH:64][C:63]([NH2:66])=[C:62]([N:69]([C:71]([O:73][C:74]([CH3:76])([CH3:75])[CH3:77])=[O:72])[CH3:70])[CH:61]=2)=[CH:55][CH:54]=1)=[O:5])[CH3:2]. (5) Given the reactants [CH3:1][C:2]1([CH3:16])[C:7]2[CH:8]=[C:9](B(O)O)[CH:10]=[CH:11][C:6]=2[NH:5][C:4](=[O:15])[O:3]1.Br[C:18]1[CH:19]=[C:20]([C:23]#[N:24])[O:21][CH:22]=1, predict the reaction product. The product is: [CH3:1][C:2]1([CH3:16])[O:3][C:4](=[O:15])[NH:5][C:6]2[CH:11]=[CH:10][C:9]([C:18]3[CH:19]=[C:20]([C:23]#[N:24])[O:21][CH:22]=3)=[CH:8][C:7]1=2. (6) Given the reactants C([O-])(O)=O.[Na+].Br[C:7]1[CH:48]=[CH:47][C:46]([O:49][CH3:50])=[CH:45][C:8]=1[CH2:9][O:10][C:11]1[CH:16]=[CH:15][C:14]([C:17]2[N:34]3[C:35]4[CH:36]=[C:22]([C:23](=[O:38])[NH:24][CH2:25][CH2:26][CH2:27][CH2:28][CH2:29][CH2:30][NH:31][C:32](=[O:37])[CH2:33]3)[CH:21]=[CH:20][C:19]=4[C:18]=2[CH:39]2[CH2:44][CH2:43][CH2:42][CH2:41][CH2:40]2)=[CH:13][CH:12]=1.[Cl:51][C:52]1[CH:57]=[CH:56][C:55](B(O)O)=[CH:54][CH:53]=1, predict the reaction product. The product is: [Cl:51][C:52]1[CH:57]=[CH:56][C:55]([C:7]2[CH:48]=[CH:47][C:46]([O:49][CH3:50])=[CH:45][C:8]=2[CH2:9][O:10][C:11]2[CH:16]=[CH:15][C:14]([C:17]3[N:34]4[C:35]5[CH:36]=[C:22]([C:23](=[O:38])[NH:24][CH2:25][CH2:26][CH2:27][CH2:28][CH2:29][CH2:30][NH:31][C:32](=[O:37])[CH2:33]4)[CH:21]=[CH:20][C:19]=5[C:18]=3[CH:39]3[CH2:44][CH2:43][CH2:42][CH2:41][CH2:40]3)=[CH:13][CH:12]=2)=[CH:54][CH:53]=1.